This data is from Reaction yield outcomes from USPTO patents with 853,638 reactions. The task is: Predict the reaction yield, written as a fraction of the theoretical maximum amount of product (1.0 means a 100% yield; for example, 0.34 means a 34% yield). The reactants are [OH:1][C:2]1[CH:3]=[C:4]([CH:8]=[CH:9][C:10]=1[O:11][CH3:12])[C:5]([OH:7])=O.[NH:13]1[CH2:18][CH2:17][CH2:16][C@@H:15]2[C:19]3[CH:20]=[CH:21][CH:22]=[CH:23][C:24]=3[CH2:25][C@H:14]12.F[P-](F)(F)(F)(F)F.N1(OC(N(C)C)=[N+](C)C)C2N=CC=CC=2N=N1. No catalyst specified. The product is [N:13]1([C:5]([C:4]2[CH:8]=[CH:9][C:10]([O:11][CH3:12])=[C:2]([OH:1])[CH:3]=2)=[O:7])[CH2:18][CH2:17][CH2:16][C@@H:15]2[C:19]3[CH:20]=[CH:21][CH:22]=[CH:23][C:24]=3[CH2:25][C@H:14]12. The yield is 0.450.